Task: Predict which catalyst facilitates the given reaction.. Dataset: Catalyst prediction with 721,799 reactions and 888 catalyst types from USPTO Reactant: [F:1][C:2]([F:12])([F:11])[C:3]1[CH:7]=[C:6]([CH:8]([CH3:10])[CH3:9])[NH:5][N:4]=1.C1C(=O)N([Cl:20])C(=O)C1. Product: [Cl:20][C:7]1[C:3]([C:2]([F:1])([F:11])[F:12])=[N:4][NH:5][C:6]=1[CH:8]([CH3:10])[CH3:9]. The catalyst class is: 23.